This data is from Forward reaction prediction with 1.9M reactions from USPTO patents (1976-2016). The task is: Predict the product of the given reaction. (1) Given the reactants [F:1][CH:2]([F:13])[O:3][C:4]1[CH:9]=[CH:8][C:7]([CH2:10][CH:11]=[O:12])=[CH:6][CH:5]=1.[BH4-].[Na+], predict the reaction product. The product is: [F:1][CH:2]([F:13])[O:3][C:4]1[CH:5]=[CH:6][C:7]([CH2:10][CH2:11][OH:12])=[CH:8][CH:9]=1. (2) The product is: [F:1][C:2]1[CH:25]=[CH:24][CH:23]=[C:22]([C:26]([F:27])([F:28])[F:29])[C:3]=1[C:4]([NH:6][C:7]1[S:18][C:10]2[C:11]([CH3:16])([CH3:17])[O:12][C:13]([CH3:14])([CH3:15])[C:9]=2[C:8]=1[C:19]([NH:33][CH2:32][CH2:31][OH:30])=[O:21])=[O:5]. Given the reactants [F:1][C:2]1[CH:25]=[CH:24][CH:23]=[C:22]([C:26]([F:29])([F:28])[F:27])[C:3]=1[C:4]([NH:6][C:7]1[S:18][C:10]2[C:11]([CH3:17])([CH3:16])[O:12][C:13]([CH3:15])([CH3:14])[C:9]=2[C:8]=1[C:19]([OH:21])=O)=[O:5].[OH:30][CH2:31][CH2:32][NH2:33], predict the reaction product. (3) Given the reactants Cl[C:2]1[C:7]([C:8]([O:10][CH2:11][CH3:12])=[O:9])=[CH:6][N:5]=[C:4]([Cl:13])[CH:3]=1.[CH2:14]([C:16]1[CH:21]=[CH:20][C:19]([NH2:22])=[C:18]([F:23])[CH:17]=1)[CH3:15], predict the reaction product. The product is: [CH2:11]([O:10][C:8](=[O:9])[C:7]1[C:2]([NH:22][C:19]2[CH:20]=[CH:21][C:16]([CH2:14][CH3:15])=[CH:17][C:18]=2[F:23])=[CH:3][C:4]([Cl:13])=[N:5][CH:6]=1)[CH3:12]. (4) Given the reactants [CH3:1][N:2]1[C:10]2[C:5](=[CH:6][CH:7]=[CH:8][CH:9]=2)[CH:4]=[CH:3]1.CN(C)[C:13](=[O:17])[CH2:14][CH2:15][CH3:16].O=P(Cl)(Cl)Cl, predict the reaction product. The product is: [CH3:1][N:2]1[C:10]2[C:5](=[CH:6][CH:7]=[CH:8][CH:9]=2)[C:4]([C:13](=[O:17])[CH2:14][CH2:15][CH3:16])=[CH:3]1. (5) The product is: [CH2:2]([O:4][C:5]([C:6]1[NH:14][C:13]2=[CH:12][N:11]=[C:10]([O:17][CH2:18][CH2:19][O:20][CH3:21])[CH:9]=[C:8]2[CH:7]=1)=[O:23])[CH3:3]. Given the reactants [K].[CH2:2]([O:4][C:5](=[O:23])[C:6](=O)[CH2:7][C:8]1[C:13]([N+:14]([O-])=O)=[CH:12][N:11]=[C:10]([O:17][CH2:18][CH2:19][O:20][CH3:21])[CH:9]=1)[CH3:3], predict the reaction product. (6) Given the reactants [H-].C([Al+]CC(C)C)C(C)C.[CH3:11][O:12][C:13](=[O:26])[C:14]1[CH:19]=[CH:18][C:17]([C:20](=[O:25])N(OC)C)=[N:16][CH:15]=1.[BH4-].[Na+], predict the reaction product. The product is: [CH3:11][O:12][C:13](=[O:26])[C:14]1[CH:19]=[CH:18][C:17]([CH2:20][OH:25])=[N:16][CH:15]=1. (7) Given the reactants [CH:1]([C:3]1[C:11]2[C:6](=[CH:7][CH:8]=[CH:9][CH:10]=2)[N:5]([C:12]2[CH:17]=[CH:16][CH:15]=[CH:14][CH:13]=2)[C:4]=1[N:18]1[CH2:23][CH2:22][N:21]([CH2:24][CH2:25][O:26][P:27](=[O:34])([O:31][CH2:32][CH3:33])[O:28][CH2:29][CH3:30])[CH2:20][CH2:19]1)=[O:2].[ClH:35], predict the reaction product. The product is: [ClH:35].[CH:1]([C:3]1[C:11]2[C:6](=[CH:7][CH:8]=[CH:9][CH:10]=2)[N:5]([C:12]2[CH:17]=[CH:16][CH:15]=[CH:14][CH:13]=2)[C:4]=1[N:18]1[CH2:23][CH2:22][N:21]([CH2:24][CH2:25][O:26][P:27](=[O:34])([O:31][CH2:32][CH3:33])[O:28][CH2:29][CH3:30])[CH2:20][CH2:19]1)=[O:2].